Predict the reactants needed to synthesize the given product. From a dataset of Full USPTO retrosynthesis dataset with 1.9M reactions from patents (1976-2016). (1) Given the product [CH:59]([NH:58][C:56]([C:55]1[CH:54]=[C:53]([NH:52][C:18]([C:2]2([CH3:1])[CH2:3][CH2:4][N:5]([C:8]3[C:9]4[C:16]([CH3:17])=[CH:15][NH:14][C:10]=4[N:11]=[CH:12][N:13]=3)[CH2:6][CH2:7]2)=[O:19])[CH:64]=[CH:63][CH:62]=1)=[O:57])([CH3:61])[CH3:60], predict the reactants needed to synthesize it. The reactants are: [CH3:1][C:2]1([C:18](O)=[O:19])[CH2:7][CH2:6][N:5]([C:8]2[C:9]3[C:16]([CH3:17])=[CH:15][NH:14][C:10]=3[N:11]=[CH:12][N:13]=2)[CH2:4][CH2:3]1.CN(C(ON1N=NC2C=CC=NC1=2)=[N+](C)C)C.F[P-](F)(F)(F)(F)F.C(N(CC)CC)C.[NH2:52][C:53]1[CH:54]=[C:55]([CH:62]=[CH:63][CH:64]=1)[C:56]([NH:58][CH:59]([CH3:61])[CH3:60])=[O:57]. (2) The reactants are: Br[C:2]1[CH:7]=[CH:6][C:5]([C:8]([N:10]2[CH2:15][CH2:14][N:13]([C:16]3[C:21]([CH3:22])=[CH:20][C:19]([CH3:23])=[CH:18][N:17]=3)[CH2:12][CH2:11]2)=[O:9])=[C:4]([S:24]([CH3:27])(=[O:26])=[O:25])[CH:3]=1.[NH:28]1[CH2:31][CH2:30][C:29]1=[O:32]. Given the product [CH3:22][C:21]1[C:16]([N:13]2[CH2:14][CH2:15][N:10]([C:8]([C:5]3[CH:6]=[CH:7][C:2]([N:28]4[CH2:31][CH2:30][C:29]4=[O:32])=[CH:3][C:4]=3[S:24]([CH3:27])(=[O:26])=[O:25])=[O:9])[CH2:11][CH2:12]2)=[N:17][CH:18]=[C:19]([CH3:23])[CH:20]=1, predict the reactants needed to synthesize it. (3) Given the product [NH2:1][C:2]1[C:3]([C:19]([NH2:21])=[O:20])=[N:4][C:5]([C:9]2[CH:14]=[CH:13][C:12](=[O:15])[N:11]([CH:16]([CH3:18])[CH3:17])[CH:10]=2)=[C:6]([Cl:24])[N:7]=1, predict the reactants needed to synthesize it. The reactants are: [NH2:1][C:2]1[C:3]([C:19]([NH2:21])=[O:20])=[N:4][C:5]([C:9]2[CH:14]=[CH:13][C:12](=[O:15])[N:11]([CH:16]([CH3:18])[CH3:17])[CH:10]=2)=[CH:6][N+:7]=1[O-].P(Cl)(Cl)([Cl:24])=O.O.